Predict which catalyst facilitates the given reaction. From a dataset of Catalyst prediction with 721,799 reactions and 888 catalyst types from USPTO. (1) Reactant: [C:1]([C:3]1[CH:4]=[C:5]([C:10]2[CH:11]=[C:12]([CH:17]=[CH:18][N:19]=2)[C:13]([O:15][CH3:16])=[O:14])[CH:6]=[CH:7][C:8]=1[OH:9])#[N:2].[Cl:20]N1C(=O)CCC1=O. Product: [Cl:20][C:7]1[CH:6]=[C:5]([C:10]2[CH:11]=[C:12]([CH:17]=[CH:18][N:19]=2)[C:13]([O:15][CH3:16])=[O:14])[CH:4]=[C:3]([C:1]#[N:2])[C:8]=1[OH:9]. The catalyst class is: 10. (2) Reactant: [CH3:1][O:2][C:3](=[O:8])[C:4]([CH2:6]Br)=[CH2:5].[CH3:9][NH:10][CH3:11].C1COCC1.C([O-])([O-])=O.[K+].[K+]. The catalyst class is: 23. Product: [CH3:1][O:2][C:3](=[O:8])[C:4]([CH2:6][N:10]([CH3:11])[CH3:9])=[CH2:5]. (3) Reactant: [CH2:1]([NH2:8])[C:2]1[CH:7]=[CH:6][CH:5]=[CH:4][CH:3]=1.[CH2:9]([N:11]1[C:15]2=[N:16][CH:17]=[C:18]([CH:27]=O)[C:19]([NH:20][CH:21]3[CH2:26][CH2:25][O:24][CH2:23][CH2:22]3)=[C:14]2[CH:13]=[N:12]1)[CH3:10]. Product: [CH2:9]([N:11]1[C:15]2[N:16]=[CH:17][C:18]([CH:27]=[N:8][CH2:1][C:2]3[CH:7]=[CH:6][CH:5]=[CH:4][CH:3]=3)=[C:19]([NH:20][CH:21]3[CH2:26][CH2:25][O:24][CH2:23][CH2:22]3)[C:14]=2[CH:13]=[N:12]1)[CH3:10]. The catalyst class is: 8.